This data is from TCR-epitope binding with 47,182 pairs between 192 epitopes and 23,139 TCRs. The task is: Binary Classification. Given a T-cell receptor sequence (or CDR3 region) and an epitope sequence, predict whether binding occurs between them. (1) The epitope is SEETGTLIV. The TCR CDR3 sequence is CASSPGLGAEAFF. Result: 0 (the TCR does not bind to the epitope). (2) The epitope is MPASWVMRI. The TCR CDR3 sequence is CASQDSLTGGSYEQYF. Result: 1 (the TCR binds to the epitope). (3) The epitope is TLDSKTQSL. The TCR CDR3 sequence is CASSQDPWDRVRATEAFF. Result: 1 (the TCR binds to the epitope). (4) The epitope is SFHSLHLLF. The TCR CDR3 sequence is CASSPPRQIYEQYF. Result: 1 (the TCR binds to the epitope). (5) The epitope is ISPRTLNAW. The TCR CDR3 sequence is CASSLSGGQLNWIPVSGNTIYF. Result: 0 (the TCR does not bind to the epitope). (6) The epitope is TPGPGVRYPL. The TCR CDR3 sequence is CASSHVIGQGGYEQYF. Result: 0 (the TCR does not bind to the epitope). (7) The epitope is YVFCTVNAL. The TCR CDR3 sequence is CASTLHRAFSYEQYF. Result: 0 (the TCR does not bind to the epitope). (8) The epitope is GTITSGWTF. The TCR CDR3 sequence is CASSQGQGSGELFF. Result: 0 (the TCR does not bind to the epitope). (9) The epitope is NLVPMVATV. The TCR CDR3 sequence is CASSPTGLVDEQFF. Result: 1 (the TCR binds to the epitope). (10) The epitope is FADDLNQLTGY. The TCR CDR3 sequence is CASSQGTGDQETQYF. Result: 0 (the TCR does not bind to the epitope).